This data is from Forward reaction prediction with 1.9M reactions from USPTO patents (1976-2016). The task is: Predict the product of the given reaction. (1) Given the reactants Br[C:2]1[CH:7]=[CH:6][C:5]([Cl:8])=[CH:4][CH:3]=1.[NH2:9][CH:10]1[CH2:15][CH2:14][N:13]([C:16]([O:18][C:19]([CH3:22])([CH3:21])[CH3:20])=[O:17])[CH2:12][CH2:11]1.CC(C)([O-])C.[Na+].C(OCC)(=O)C, predict the reaction product. The product is: [Cl:8][C:5]1[CH:6]=[CH:7][C:2]([NH:9][CH:10]2[CH2:11][CH2:12][N:13]([C:16]([O:18][C:19]([CH3:22])([CH3:21])[CH3:20])=[O:17])[CH2:14][CH2:15]2)=[CH:3][CH:4]=1. (2) Given the reactants C(OC([N:8]1[CH2:13][CH2:12][CH:11]([C:14]2[CH:19]=[CH:18][C:17]([NH:20][C:21]3[N:37]=[C:24]4[C:25]([C:29]5[CH:34]=[CH:33][C:32]([C:35]#[N:36])=[CH:31][CH:30]=5)=[CH:26][CH:27]=[CH:28][N:23]4[N:22]=3)=[CH:16][CH:15]=2)[CH2:10][CH2:9]1)=O)(C)(C)C.FC(F)(F)C(O)=O, predict the reaction product. The product is: [NH:8]1[CH2:13][CH2:12][CH:11]([C:14]2[CH:15]=[CH:16][C:17]([NH:20][C:21]3[N:37]=[C:24]4[C:25]([C:29]5[CH:30]=[CH:31][C:32]([C:35]#[N:36])=[CH:33][CH:34]=5)=[CH:26][CH:27]=[CH:28][N:23]4[N:22]=3)=[CH:18][CH:19]=2)[CH2:10][CH2:9]1. (3) Given the reactants C1([O:7][C:8](=O)[NH:9][C:10]2[CH:15]=[CH:14][C:13]([O:16][C:17]3[C:26]4[C:21](=[CH:22][C:23]([O:30][CH3:31])=[C:24]([C:27](=[O:29])[NH2:28])[CH:25]=4)[N:20]=[CH:19][CH:18]=3)=[CH:12][C:11]=2[C:32]([F:35])([F:34])[F:33])C=CC=CC=1.[CH3:37][NH2:38], predict the reaction product. The product is: [C:27]([C:24]1[CH:25]=[C:26]2[C:21](=[CH:22][C:23]=1[O:30][CH3:31])[N:20]=[CH:19][CH:18]=[C:17]2[O:16][C:13]1[CH:14]=[CH:15][C:10]([NH:9][C:8]([NH:38][CH3:37])=[O:7])=[C:11]([C:32]([F:34])([F:33])[F:35])[CH:12]=1)(=[O:29])[NH2:28]. (4) Given the reactants [NH2:1][C:2](=[O:39])[C:3]([CH3:38])([CH3:37])[C:4]([NH:6][CH2:7][CH2:8][CH2:9][NH:10][C:11]1[C:16]([Br:17])=[CH:15][N:14]=[C:13]([NH:18][C:19]2[CH:20]=[C:21]([NH:25][C:26](=[O:36])[CH2:27][NH:28]C(=O)OC(C)(C)C)[CH:22]=[CH:23][CH:24]=2)[N:12]=1)=[O:5].Cl, predict the reaction product. The product is: [NH2:28][CH2:27][C:26]([NH:25][C:21]1[CH:20]=[C:19]([NH:18][C:13]2[N:12]=[C:11]([NH:10][CH2:9][CH2:8][CH2:7][NH:6][C:4](=[O:5])[C:3]([CH3:37])([CH3:38])[C:2]([NH2:1])=[O:39])[C:16]([Br:17])=[CH:15][N:14]=2)[CH:24]=[CH:23][CH:22]=1)=[O:36].